Dataset: Catalyst prediction with 721,799 reactions and 888 catalyst types from USPTO. Task: Predict which catalyst facilitates the given reaction. (1) Reactant: [OH:1][C:2]([CH3:35])([CH3:34])[CH2:3][C@@:4]1([C:28]2[CH:33]=[CH:32][CH:31]=[CH:30][CH:29]=2)[O:9][C:8](=[O:10])[N:7]([C@H:11]([C:13]2[CH:18]=[CH:17][C:16](B3OC(C)(C)C(C)(C)O3)=[CH:15][CH:14]=2)[CH3:12])[CH2:6][CH2:5]1.Cl[C:37]1[N:38]=[CH:39][C:40](=[O:44])[N:41]([CH3:43])[CH:42]=1.C([O-])([O-])=O.[Cs+].[Cs+]. Product: [OH:1][C:2]([CH3:34])([CH3:35])[CH2:3][C@@:4]1([C:28]2[CH:33]=[CH:32][CH:31]=[CH:30][CH:29]=2)[O:9][C:8](=[O:10])[N:7]([C@H:11]([C:13]2[CH:14]=[CH:15][C:16]([C:37]3[N:38]=[CH:39][C:40](=[O:44])[N:41]([CH3:43])[CH:42]=3)=[CH:17][CH:18]=2)[CH3:12])[CH2:6][CH2:5]1. The catalyst class is: 184. (2) Product: [I:1][C:2]1[C:10]2[C:5](=[N:6][CH:7]=[C:8]([C:11]3[CH:16]=[C:15]([O:17][CH3:18])[C:14]([O:19][CH3:20])=[C:13]([O:21][CH3:22])[CH:12]=3)[CH:9]=2)[N:4]([S:25]([C:28]2[CH:34]=[CH:33][C:31]([CH3:32])=[CH:30][CH:29]=2)(=[O:27])=[O:26])[CH:3]=1. The catalyst class is: 1. Reactant: [I:1][C:2]1[C:10]2[C:5](=[N:6][CH:7]=[C:8]([C:11]3[CH:16]=[C:15]([O:17][CH3:18])[C:14]([O:19][CH3:20])=[C:13]([O:21][CH3:22])[CH:12]=3)[CH:9]=2)[NH:4][CH:3]=1.[H-].[Na+].[S:25](Cl)([C:28]1[CH:34]=[CH:33][C:31]([CH3:32])=[CH:30][CH:29]=1)(=[O:27])=[O:26]. (3) The catalyst class is: 7. Product: [CH2:26]([NH:25][CH2:24][CH2:23][C:20]1[CH:19]=[CH:18][C:17]([NH:16][C:13]([CH3:14])([CH3:15])[C:12]([OH:34])=[O:11])=[CH:22][CH:21]=1)[CH2:27][CH2:28][CH2:29][CH2:30][CH2:31][CH3:32]. Reactant: B.O1CCCC1.C([O:11][C:12](=[O:34])[C:13]([NH:16][C:17]1[CH:22]=[CH:21][C:20]([CH2:23][CH2:24][NH:25][C:26](=O)[CH2:27][CH2:28][CH2:29][CH2:30][CH2:31][CH3:32])=[CH:19][CH:18]=1)([CH3:15])[CH3:14])(C)(C)C.Cl. (4) Reactant: [Cl:1][C:2]1[CH:7]=[CH:6][C:5]([C:8]2[CH:13]=[C:12]([O:14][CH3:15])[C:11]([N:16]3[C:25]4[C:20](=[CH:21][C:22]([S:26](OC5C(F)=C(F)C(F)=C(F)C=5F)(=[O:28])=[O:27])=[CH:23][CH:24]=4)[CH:19]=[C:18]([O:41][CH3:42])[C:17]3=[O:43])=[CH:10][C:9]=2[F:44])=[CH:4][C:3]=1[CH3:45].[O:46]1[CH:50]=[CH:49][C:48]([NH2:51])=[N:47]1.[Li+].C[Si]([N-][Si](C)(C)C)(C)C.Cl. Product: [Cl:1][C:2]1[CH:7]=[CH:6][C:5]([C:8]2[CH:13]=[C:12]([O:14][CH3:15])[C:11]([N:16]3[C:25]4[C:20](=[CH:21][C:22]([S:26]([NH:51][C:48]5[CH:49]=[CH:50][O:46][N:47]=5)(=[O:27])=[O:28])=[CH:23][CH:24]=4)[CH:19]=[C:18]([O:41][CH3:42])[C:17]3=[O:43])=[CH:10][C:9]=2[F:44])=[CH:4][C:3]=1[CH3:45]. The catalyst class is: 1.